From a dataset of Full USPTO retrosynthesis dataset with 1.9M reactions from patents (1976-2016). Predict the reactants needed to synthesize the given product. (1) Given the product [CH3:105][C:102]([CH3:103])([CH3:104])[C@H:101]([NH:106][C:107](=[O:119])[C@@H:108]([NH:110][CH3:111])[CH3:109])[C:100]([N:96]1[C@H:95]([C:121]([NH:122][C@H:123]2[C:132]3[C:127](=[CH:128][CH:129]=[CH:130][CH:131]=3)[CH2:126][CH2:125][CH2:124]2)=[O:133])[CH2:94][C:93]2[C:98](=[CH:99][C:90]([C@H:88]3[CH2:87][C@@H:86]([C:134](=[O:135])[NH:168][C@H:160]([C:157]4[N:156]=[C:155]([CH3:154])[O:159][N:158]=4)[CH2:161][C:162]4[CH:167]=[CH:166][CH:165]=[CH:164][CH:163]=4)[N:85]([C:83](=[O:84])[C@@H:82]([NH:81][C:79](=[O:80])[C@@H:78]([NH:77][CH3:75])[CH3:152])[C:148]([CH3:149])([CH3:150])[CH3:151])[CH2:89]3)=[CH:91][CH:92]=2)[CH2:97]1)=[O:120], predict the reactants needed to synthesize it. The reactants are: O1C2C(=CC=CC=2)[C@H](NC([C@@H]2CC3C(=CC([C@H]4C[C@@H](C(=O)N[C@H]5C6C(=CC=CC=6)CCC5)N(C(=O)[C@@H](NC(=O)[C@@H](NC)C)C(C)(C)C)C4)=CC=3)CN2C(=O)[C@@H](NC(=O)[C@@H](NC)C)C(C)(C)C)=O)CC1.C(O[C:75]([N:77](C)[C@@H:78]([CH3:152])[C:79]([NH:81][C@@H:82]([C:148]([CH3:151])([CH3:150])[CH3:149])[C:83]([N:85]1[CH2:89][C@@H:88]([C:90]2[CH:99]=[C:98]3[C:93]([CH2:94][C@@H:95]([C:121](=[O:133])[NH:122][C@H:123]4[C:132]5[C:127](=[CH:128][CH:129]=[CH:130][CH:131]=5)[CH2:126][CH2:125][CH2:124]4)[N:96]([C:100](=[O:120])[C@@H:101]([NH:106][C:107](=[O:119])[C@@H:108]([N:110](C(OC(C)(C)C)=O)[CH3:111])[CH3:109])[C:102]([CH3:105])([CH3:104])[CH3:103])[CH2:97]3)=[CH:92][CH:91]=2)[CH2:87][C@H:86]1[C:134](N[C@@H](CC1C=CC=CC=1)C(O)=O)=[O:135])=[O:84])=[O:80])=O)(C)(C)C.[CH3:154][C:155]1[O:159][N:158]=[C:157]([C@@H:160]([NH2:168])[CH2:161][C:162]2[CH:167]=[CH:166][CH:165]=[CH:164][CH:163]=2)[N:156]=1.C(OC(N(C)[C@@H](C)C(N[C@@H](C(C)(C)C)C(N1[C@H](C(N[C@@H](CC2C=CC=CC=2)C(O)=O)=O)CC2C(=CC([C@H]3C[C@@H](C(=O)N[C@H]4C5C(=CC=CC=5)CCC4)N(C(=O)[C@@H](NC(=O)[C@@H](N(C(OC(C)(C)C)=O)C)C)C(C)(C)C)C3)=CC=2)C1)=O)=O)=O)(C)(C)C. (2) The reactants are: [CH2:1]([C:3]1[CH:8]=[C:7]([CH3:9])[CH:6]=[C:5]([CH2:10][CH3:11])[C:4]=1[C:12](=[O:18])[C:13]([N:15]([CH3:17])[NH2:16])=[O:14])[CH3:2].[F:19][C:20]([F:27])([F:26])[C:21](=O)[CH2:22][S:23][CH3:24].O. Given the product [CH2:1]([C:3]1[CH:8]=[C:7]([CH3:9])[CH:6]=[C:5]([CH2:10][CH3:11])[C:4]=1[C:12](=[O:18])[C:13]([N:15]([CH3:17])[N:16]=[C:21]([CH2:22][S:23][CH3:24])[C:20]([F:27])([F:26])[F:19])=[O:14])[CH3:2], predict the reactants needed to synthesize it. (3) Given the product [NH2:2][CH2:1][C:3]1[CH:4]=[C:5]([NH:9][C:10](=[O:14])[CH2:11][CH2:12][CH3:13])[CH:6]=[CH:7][CH:8]=1, predict the reactants needed to synthesize it. The reactants are: [C:1]([C:3]1[CH:4]=[C:5]([NH:9][C:10](=[O:14])[CH2:11][CH2:12][CH3:13])[CH:6]=[CH:7][CH:8]=1)#[N:2].[H][H]. (4) Given the product [ClH:1].[Cl:1][C:12]1[CH:11]=[C:10]2[C:5]([C:6]([NH:16][C:17]3[CH:22]=[CH:21][CH:20]=[C:19]([O:23][CH3:24])[CH:18]=3)=[C:7]([C:13]([NH2:15])=[O:14])[CH:8]=[N:9]2)=[CH:4][C:3]=1[I:2], predict the reactants needed to synthesize it. The reactants are: [ClH:1].[I:2][C:3]1[CH:4]=[C:5]2[C:10](=[CH:11][CH:12]=1)[N:9]=[CH:8][C:7]([C:13]([NH2:15])=[O:14])=[C:6]2[NH:16][C:17]1[CH:22]=[CH:21][CH:20]=[C:19]([O:23][CH3:24])[CH:18]=1. (5) Given the product [OH:2][CH2:1][C@H:32]1[CH2:31][CH:48]2[C@:43]([CH3:50])([CH2:44][CH2:45][C:46](=[O:49])[CH2:47]2)[C@@H:42]2[C@@H:33]1[C@H:34]1[C@@:38]([CH2:40][CH2:41]2)([CH3:39])[C:37](=[O:51])[CH2:36][CH2:35]1, predict the reactants needed to synthesize it. The reactants are: [CH2:1]1COC23OCCOC2([C@]2(CC[C@H]4[C@@H]([C@@H](CO)CC5[C@]4(C)CCCC5)[C@@H]2C3)C)[O:2]1.C=[C:31]1[CH:48]2[C@:43]([CH3:50])([CH2:44][CH2:45][C:46](=[O:49])[CH2:47]2)[C@@H:42]2[C@H:33]([C@H:34]3[C@@:38]([CH2:40][CH2:41]2)([CH3:39])[C:37](=[O:51])[CH2:36][CH2:35]3)[CH2:32]1. (6) Given the product [CH:1]1[C:10]2[C:5](=[CH:6][CH:7]=[CH:8][CH:9]=2)[CH:4]=[CH:3][C:2]=1[C:11]1[C:19]2[C:14](=[N:15][CH:16]=[N:17][C:18]=2[NH2:20])[N:13](/[CH:28]=[CH:29]/[CH2:30][C:31]2[CH:36]=[CH:35][CH:34]=[CH:33][CH:32]=2)[N:12]=1, predict the reactants needed to synthesize it. The reactants are: [CH:1]1[C:10]2[C:5](=[CH:6][CH:7]=[CH:8][CH:9]=2)[CH:4]=[CH:3][C:2]=1[C:11]1[C:19]2[C:14](=[N:15][CH:16]=[N:17][C:18]=2[NH2:20])[NH:13][N:12]=1.C([O-])([O-])=O.[K+].[K+].Br[CH2:28]/[CH:29]=[CH:30]/[C:31]1[CH:36]=[CH:35][CH:34]=[CH:33][CH:32]=1.O. (7) Given the product [CH:1]([C:4]1[CH:5]=[C:6]2[C:11](=[C:12]([C:21]3[CH:20]=[CH:19][CH:18]=[C:17]([CH2:16][OH:15])[CH:22]=3)[CH:13]=1)[N:10]=[CH:9][CH:8]=[CH:7]2)([CH3:3])[CH3:2], predict the reactants needed to synthesize it. The reactants are: [CH:1]([C:4]1[CH:5]=[C:6]2[C:11](=[C:12](Br)[CH:13]=1)[N:10]=[CH:9][CH:8]=[CH:7]2)([CH3:3])[CH3:2].[OH:15][CH2:16][C:17]1[CH:18]=[C:19](B(O)O)[CH:20]=[CH:21][CH:22]=1.C([O-])([O-])=O.[Na+].[Na+].COCCOC.